Dataset: NCI-60 drug combinations with 297,098 pairs across 59 cell lines. Task: Regression. Given two drug SMILES strings and cell line genomic features, predict the synergy score measuring deviation from expected non-interaction effect. (1) Drug 1: CS(=O)(=O)OCCCCOS(=O)(=O)C. Drug 2: CC1C(C(CC(O1)OC2CC(CC3=C2C(=C4C(=C3O)C(=O)C5=CC=CC=C5C4=O)O)(C(=O)C)O)N)O. Cell line: OVCAR-4. Synergy scores: CSS=20.5, Synergy_ZIP=0.0331, Synergy_Bliss=1.54, Synergy_Loewe=-29.6, Synergy_HSA=0.699. (2) Drug 1: CC12CCC(CC1=CCC3C2CCC4(C3CC=C4C5=CN=CC=C5)C)O. Drug 2: CC1=CC2C(CCC3(C2CCC3(C(=O)C)OC(=O)C)C)C4(C1=CC(=O)CC4)C. Cell line: K-562. Synergy scores: CSS=13.5, Synergy_ZIP=-5.12, Synergy_Bliss=-2.92, Synergy_Loewe=-8.39, Synergy_HSA=-4.43. (3) Cell line: EKVX. Drug 2: C1=CN(C=N1)CC(O)(P(=O)(O)O)P(=O)(O)O. Drug 1: C1=NC2=C(N=C(N=C2N1C3C(C(C(O3)CO)O)F)Cl)N. Synergy scores: CSS=1.27, Synergy_ZIP=-3.07, Synergy_Bliss=-6.42, Synergy_Loewe=-3.05, Synergy_HSA=-3.49. (4) Drug 1: CN1CCC(CC1)COC2=C(C=C3C(=C2)N=CN=C3NC4=C(C=C(C=C4)Br)F)OC. Drug 2: C1CCC(C(C1)N)N.C(=O)(C(=O)[O-])[O-].[Pt+4]. Cell line: RXF 393. Synergy scores: CSS=20.5, Synergy_ZIP=3.45, Synergy_Bliss=5.26, Synergy_Loewe=5.94, Synergy_HSA=7.38. (5) Drug 1: CN1CCC(CC1)COC2=C(C=C3C(=C2)N=CN=C3NC4=C(C=C(C=C4)Br)F)OC. Drug 2: CC12CCC3C(C1CCC2=O)CC(=C)C4=CC(=O)C=CC34C. Cell line: SW-620. Synergy scores: CSS=15.0, Synergy_ZIP=-0.667, Synergy_Bliss=-5.12, Synergy_Loewe=-6.08, Synergy_HSA=-5.89. (6) Drug 1: CC1=C(C=C(C=C1)NC(=O)C2=CC=C(C=C2)CN3CCN(CC3)C)NC4=NC=CC(=N4)C5=CN=CC=C5. Drug 2: CC1=C(C(=O)C2=C(C1=O)N3CC4C(C3(C2COC(=O)N)OC)N4)N. Cell line: HCC-2998. Synergy scores: CSS=36.0, Synergy_ZIP=1.80, Synergy_Bliss=1.56, Synergy_Loewe=-11.8, Synergy_HSA=4.88.